This data is from Peptide-MHC class I binding affinity with 185,985 pairs from IEDB/IMGT. The task is: Regression. Given a peptide amino acid sequence and an MHC pseudo amino acid sequence, predict their binding affinity value. This is MHC class I binding data. (1) The peptide sequence is LATCAEMLSW. The MHC is Mamu-B17 with pseudo-sequence Mamu-B17. The binding affinity (normalized) is 0.742. (2) The peptide sequence is FTYLCGFIK. The MHC is HLA-A31:01 with pseudo-sequence HLA-A31:01. The binding affinity (normalized) is 0.515.